Dataset: Merck oncology drug combination screen with 23,052 pairs across 39 cell lines. Task: Regression. Given two drug SMILES strings and cell line genomic features, predict the synergy score measuring deviation from expected non-interaction effect. (1) Drug 1: N.N.O=C(O)C1(C(=O)O)CCC1.[Pt]. Drug 2: O=C(NOCC(O)CO)c1ccc(F)c(F)c1Nc1ccc(I)cc1F. Cell line: UACC62. Synergy scores: synergy=-0.949. (2) Drug 1: CCC1(O)CC2CN(CCc3c([nH]c4ccccc34)C(C(=O)OC)(c3cc4c(cc3OC)N(C)C3C(O)(C(=O)OC)C(OC(C)=O)C5(CC)C=CCN6CCC43C65)C2)C1. Drug 2: CC1(c2nc3c(C(N)=O)cccc3[nH]2)CCCN1. Cell line: UWB1289BRCA1. Synergy scores: synergy=-34.8. (3) Drug 1: O=C(CCCCCCC(=O)Nc1ccccc1)NO. Drug 2: Cn1nnc2c(C(N)=O)ncn2c1=O. Cell line: PA1. Synergy scores: synergy=10.7. (4) Drug 1: COC1=C2CC(C)CC(OC)C(O)C(C)C=C(C)C(OC(N)=O)C(OC)C=CC=C(C)C(=O)NC(=CC1=O)C2=O. Cell line: UWB1289. Synergy scores: synergy=17.0. Drug 2: CCC1(O)C(=O)OCc2c1cc1n(c2=O)Cc2cc3c(CN(C)C)c(O)ccc3nc2-1. (5) Drug 2: CC(C)CC(NC(=O)C(Cc1ccccc1)NC(=O)c1cnccn1)B(O)O. Cell line: A2058. Drug 1: C=CCn1c(=O)c2cnc(Nc3ccc(N4CCN(C)CC4)cc3)nc2n1-c1cccc(C(C)(C)O)n1. Synergy scores: synergy=0.238. (6) Drug 1: NC1(c2ccc(-c3nc4ccn5c(=O)[nH]nc5c4cc3-c3ccccc3)cc2)CCC1. Drug 2: CCc1c2c(nc3ccc(O)cc13)-c1cc3c(c(=O)n1C2)COC(=O)C3(O)CC. Cell line: ES2. Synergy scores: synergy=27.9.